Dataset: Reaction yield outcomes from USPTO patents with 853,638 reactions. Task: Predict the reaction yield, written as a fraction of the theoretical maximum amount of product (1.0 means a 100% yield; for example, 0.34 means a 34% yield). (1) The reactants are [I:1][C:2]1[CH:3]=[C:4]([C:12]2[N:16]=[C:15]([C:17]3[CH:18]=[CH:19][C:20]([O:25][CH2:26][CH2:27][CH3:28])=[C:21]([CH:24]=3)[C:22]#[N:23])[O:14][N:13]=2)[CH:5]=[CH:6][C:7]=1[O:8]C(C)C.ClC1C=C(C2ON=C(C3C=CC(OC(C)C)=C(I)C=3)N=2)C=CC=1OCCC. No catalyst specified. The product is [OH:8][C:7]1[CH:6]=[CH:5][C:4]([C:12]2[N:16]=[C:15]([C:17]3[CH:18]=[CH:19][C:20]([O:25][CH2:26][CH2:27][CH3:28])=[C:21]([CH:24]=3)[C:22]#[N:23])[O:14][N:13]=2)=[CH:3][C:2]=1[I:1]. The yield is 0.740. (2) The catalyst is CO.[OH-].[Na+]. The product is [CH3:1][O:2][C:3]([C:5]1[S:6][CH:7]=[CH:8][C:9]=1[NH:10][CH3:11])=[O:4]. The yield is 0.940. The reactants are [CH3:1][O:2][C:3]([C:5]1[S:6][CH:7]=[CH:8][C:9]=1[N:10](C)[C:11](=O)C(F)(F)F)=[O:4]. (3) The product is [O:19]1[CH:29]=[CH:25][CH:26]=[C:16]1[CH2:17][N:13]1[CH2:14][CH2:15][N:10]([C:7]2[CH:6]=[CH:5][C:4]([N+:1]([O-:3])=[O:2])=[CH:9][CH:8]=2)[CH2:11][CH2:12]1. The reactants are [N+:1]([C:4]1[CH:9]=[CH:8][C:7]([N:10]2[CH2:15][CH2:14][NH:13][CH2:12][CH2:11]2)=[CH:6][CH:5]=1)([O-:3])=[O:2].[C:16]([OH:19])(=O)[CH3:17].O.C([BH3-])#N.[Na+].[CH2:25]1[CH2:29]OC[CH2:26]1. The yield is 0.540. No catalyst specified. (4) The reactants are [CH3:1]OP(C(=[N+]=[N-])C(=O)C)(=O)OC.[CH3:13][C:14]([CH3:24])([CH2:17][O:18][CH:19]1[CH2:23][CH2:22][O:21][CH2:20]1)[CH:15]=O.C([O-])([O-])=O.[K+].[K+]. The catalyst is CO. The product is [CH3:13][C:14]([CH3:24])([C:15]#[CH:1])[CH2:17][O:18][CH:19]1[CH2:23][CH2:22][O:21][CH2:20]1. The yield is 0.690. (5) The reactants are Cl.[CH3:2][NH2:3].C[Al](C)C.[NH2:8][C:9]1[CH:13]=[C:12]([C:14]([CH3:17])([CH3:16])[CH3:15])[S:11][C:10]=1[C:18]([O:20]C)=O.Cl.[OH-].[K+]. The catalyst is C1(C)C=CC=CC=1. The product is [CH3:2][NH:3][C:18]([C:10]1[S:11][C:12]([C:14]([CH3:17])([CH3:16])[CH3:15])=[CH:13][C:9]=1[NH2:8])=[O:20]. The yield is 0.970. (6) The reactants are Cl[CH2:2][C:3]1[CH:28]=[CH:27][C:6]([C:7]([NH:9][C:10]2[S:11][C:12]3[C:18]([N:19]4[CH2:24][CH2:23][O:22][CH2:21][CH2:20]4)=[CH:17][CH:16]=[C:15]([O:25][CH3:26])[C:13]=3[N:14]=2)=[O:8])=[CH:5][CH:4]=1.C([N:36]1[CH2:41][CH2:40][NH:39][CH2:38][CH2:37]1)(OC(C)(C)C)=O.C(=O)([O-])N.C(=O)([O-])[O-].[Na+].[Na+]. The catalyst is FC(F)(F)C(O)=O. The product is [CH3:26][O:25][C:15]1[C:13]2[N:14]=[C:10]([NH:9][C:7](=[O:8])[C:6]3[CH:5]=[CH:4][C:3]([CH2:2][N:36]4[CH2:41][CH2:40][NH:39][CH2:38][CH2:37]4)=[CH:28][CH:27]=3)[S:11][C:12]=2[C:18]([N:19]2[CH2:24][CH2:23][O:22][CH2:21][CH2:20]2)=[CH:17][CH:16]=1. The yield is 0.720. (7) The product is [Cl:19][C:12]1[CH:11]=[C:10]([C:7]([C:4]2[S:3][C:2]([C:20]#[N:21])=[CH:6][CH:5]=2)([CH3:9])[CH3:8])[CH:15]=[C:14]([N+:16]([O-:18])=[O:17])[CH:13]=1. The reactants are Br[C:2]1[S:3][C:4]([C:7]([C:10]2[CH:15]=[C:14]([N+:16]([O-:18])=[O:17])[CH:13]=[C:12]([Cl:19])[CH:11]=2)([CH3:9])[CH3:8])=[CH:5][CH:6]=1.[C:20]([Cu])#[N:21]. The catalyst is CN(C=O)C. The yield is 0.260. (8) The reactants are [CH3:1][O:2][C:3](=[O:19])[C:4]1[CH:9]=[C:8](I)[C:7]([C:11]([F:14])([F:13])[F:12])=[CH:6][C:5]=1[NH:15][C:16](=[O:18])[CH3:17].C([Sn](CCCC)(CCCC)[C:25]1[CH:26]=[C:27]([CH:30]=[CH:31][CH:32]=1)[C:28]#[N:29])CCC. The catalyst is O1CCOCC1.C1C=CC([P]([Pd]([P](C2C=CC=CC=2)(C2C=CC=CC=2)C2C=CC=CC=2)([P](C2C=CC=CC=2)(C2C=CC=CC=2)C2C=CC=CC=2)[P](C2C=CC=CC=2)(C2C=CC=CC=2)C2C=CC=CC=2)(C2C=CC=CC=2)C2C=CC=CC=2)=CC=1. The product is [CH3:1][O:2][C:3]([C:4]1[CH:9]=[C:8]([C:25]2[CH:32]=[CH:31][CH:30]=[C:27]([C:28]#[N:29])[CH:26]=2)[C:7]([C:11]([F:14])([F:13])[F:12])=[CH:6][C:5]=1[NH:15][C:16](=[O:18])[CH3:17])=[O:19]. The yield is 0.430. (9) The product is [F:1][C:2]1[CH:3]=[CH:4][C:5]([CH2:6][N:7]2[C:15]3[CH:14]=[CH:13][CH:12]=[CH:11][C:10]=3[C:9]3[CH2:16][CH:17]4[CH2:23][O:22][C:20](=[O:21])[N:18]4[CH2:19][C:8]2=3)=[CH:33][CH:34]=1. The reactants are [F:1][C:2]1[CH:34]=[CH:33][C:5]([CH2:6][N:7]2[C:15]3[C:10](=[CH:11][CH:12]=[CH:13][CH:14]=3)[C:9]3[CH2:16][CH:17](COS(C)(=O)=O)[N:18]([C:20]([O:22][C:23](C)(C)C)=[O:21])[CH2:19][C:8]2=3)=[CH:4][CH:3]=1.C(=O)([O-])[O-].[K+].[K+]. The yield is 0.450. The catalyst is CC(C)=O. (10) The reactants are [CH3:1][CH2:2][O:3][C:4]([C:6]1[N:7](C(OC(C)(C)C)=O)[C:8]2[C:13]([CH:14]=1)=[CH:12][CH:11]=[CH:10][C:9]=2[CH2:15][CH3:16])=[O:5].FC(F)(F)C(O)=O. The catalyst is ClCCl. The product is [CH2:2]([O:3][C:4]([C:6]1[NH:7][C:8]2[C:13]([CH:14]=1)=[CH:12][CH:11]=[CH:10][C:9]=2[CH2:15][CH3:16])=[O:5])[CH3:1]. The yield is 0.766.